This data is from Full USPTO retrosynthesis dataset with 1.9M reactions from patents (1976-2016). The task is: Predict the reactants needed to synthesize the given product. Given the product [CH3:48][O:49][C:50](=[O:56])[CH2:51][CH2:52][CH2:53][CH2:54][NH:55][C:15](=[O:16])[CH:14]=[C:12]1[C:13]2[CH:1]=[CH:2][CH:3]=[CH:4][C:5]=2[C:6]2[C:11]1=[CH:10][CH:9]=[CH:8][CH:7]=2, predict the reactants needed to synthesize it. The reactants are: [CH:1]1[C:13]2[C:12](=[CH:14][C:15](O)=[O:16])[C:11]3[C:6](=[CH:7][CH:8]=[CH:9][CH:10]=3)[C:5]=2[CH:4]=[CH:3][CH:2]=1.Cl.C(N=C=NCCCN(C)C)C.OC1C2N=NNC=2C=CC=1.C(N(CC)CC)C.Cl.[CH3:48][O:49][C:50](=[O:56])[CH2:51][CH2:52][CH2:53][CH2:54][NH2:55].